Predict the reactants needed to synthesize the given product. From a dataset of Full USPTO retrosynthesis dataset with 1.9M reactions from patents (1976-2016). (1) Given the product [CH:25](=[N:31][C:23]1[S:22][C:4]2[C:5]([OH:21])=[C:6]([C:9]3[NH:14][C:13]4[CH:15]=[CH:16][CH:17]=[CH:18][C:12]=4[S:11](=[O:20])(=[O:19])[N:10]=3)[C:7](=[O:8])[NH:2][C:3]=2[CH:24]=1)[CH2:26][CH2:27][CH3:28], predict the reactants needed to synthesize it. The reactants are: N[N:2]1[C:7](=[O:8])[C:6]([C:9]2[NH:14][C:13]3[CH:15]=[CH:16][CH:17]=[CH:18][C:12]=3[S:11](=[O:20])(=[O:19])[N:10]=2)=[C:5]([OH:21])[C:4]2[S:22][CH:23]=[CH:24][C:3]1=2.[CH:25](=O)[CH2:26][CH2:27][CH3:28].C[N:31](C)C(=O)C. (2) Given the product [Br:1][C:2]1[CH:7]=[CH:6][C:5]([NH:12][CH2:13][CH2:14][OH:15])=[C:4]([N+:9]([O-:11])=[O:10])[CH:3]=1, predict the reactants needed to synthesize it. The reactants are: [Br:1][C:2]1[CH:7]=[CH:6][C:5](F)=[C:4]([N+:9]([O-:11])=[O:10])[CH:3]=1.[NH2:12][CH2:13][CH2:14][OH:15].